Dataset: Experimentally validated miRNA-target interactions with 360,000+ pairs, plus equal number of negative samples. Task: Binary Classification. Given a miRNA mature sequence and a target amino acid sequence, predict their likelihood of interaction. (1) The miRNA is mmu-miR-6970-3p with sequence UCACGCCACCCACCCUGUGCU. The protein sequence of the target gene is MWLQQRLKGLPGLLSSSWARRLLCLLGLLVLLLWFASSGARRAAGGLHLPSWARSEPGAAEPSACLEAATRAWRGLRDRGEAVPLGPGVPALVANGFLALDASNNRLWVTPGEREPAVTPDFVPFVQLRPLNVVAEAGEAVLLLREGLLRRVRCLQLGTPGSGPAAGVPGPASASGLSAGSGRDCVLLQEDFLAHRGRPHVYLQRIQLNNPTERVAALQTVGPTAGPVPKSFTSTLEKVGDHQFLLYSGRSTPLPSGLVHLVVVTSKKLVNRLQVAPKTQLDETVLWVVHISGPIHPQVL.... Result: 0 (no interaction). (2) Result: 1 (interaction). The protein sequence of the target gene is MAAAGPAAGPTGPEPMPSYAQLVQRGWGSALAAARGCTDCGWGLARRGLAEHAHLAPPELLLLALGALGWTALRSAATARLFRPLAKRCCLQPRDAAKMPESAWKFLFYLGSWSYSAYLLFGTDYPFFHDPPSVFYDWTPGMAVPRDIAAAYLLQGSFYGHSIYATLYMDTWRKDSVVMLLHHVVTLILIVSSYAFRYHNVGILVLFLHDISDVQLEFTKLNIYFKSRGGSYHRLHALAADLGCLSFGFSWFWFRLYWFPLKVLYATSHCSLRTVPDIPFYFFFNALLLLLTLMNLYWFL.... The miRNA is hsa-miR-2277-3p with sequence UGACAGCGCCCUGCCUGGCUC. (3) The miRNA is mmu-miR-182-3p with sequence GUGGUUCUAGACUUGCCAACU. The protein sequence of the target gene is MSRLLHAEEWAEVKELGDHHRQPQPHHLPQPPPPPQPPATLQAREHPVYPPELSLLDSTDPRAWLAPTLQGICTARAAQYLLHSPELGASEAAAPRDEVDGRGELVRRSSGGASSSKSPGPVKVREQLCKLKGGVVVDELGCSRQRAPSSKQVNGVQKQRRLAANARERRRMHGLNHAFDQLRNVIPSFNNDKKLSKYETLQMAQIYINALSELLQTPSGGEQPPPPPASCKSDHHHLRTAASYEGGAGNATAAGAQQASGGSQRPTPPGSCRTRFSAPASAGGYSVQLDALHFSTFEDS.... Result: 0 (no interaction). (4) The miRNA is hsa-miR-4645-5p with sequence ACCAGGCAAGAAAUAUUGU. The protein sequence of the target gene is MASSGVTVSAAGSASEASEVPDNVGDWLRGVFRFATDRNDFRRNLILNLGLFAAGVWLARNLSDIDLMAPQPGV. Result: 0 (no interaction).